The task is: Predict the product of the given reaction.. This data is from Forward reaction prediction with 1.9M reactions from USPTO patents (1976-2016). Given the reactants Cl.[OH:2][C:3]1[N:4]=[C:5]([C:14]2[CH:19]=[CH:18][CH:17]=[CH:16][CH:15]=2)[CH:6]=[C:7]2[CH2:12][CH2:11][O:10][C:9](=[O:13])[C:8]=12.I[CH3:21].S([O-])([O-])(=O)=O.[Ca+2], predict the reaction product. The product is: [CH3:21][O:2][C:3]1[N:4]=[C:5]([C:14]2[CH:15]=[CH:16][CH:17]=[CH:18][CH:19]=2)[CH:6]=[C:7]2[CH2:12][CH2:11][O:10][C:9](=[O:13])[C:8]=12.